From a dataset of Reaction yield outcomes from USPTO patents with 853,638 reactions. Predict the reaction yield, written as a fraction of the theoretical maximum amount of product (1.0 means a 100% yield; for example, 0.34 means a 34% yield). (1) The reactants are [OH:1][C:2]1[CH:11]=[CH:10][C:5]([C:6]([NH:8][NH2:9])=[O:7])=[CH:4][CH:3]=1.[N+:12]([C:15]1[S:19][C:18]([CH:20]=O)=[CH:17][CH:16]=1)([O-:14])=[O:13]. The catalyst is C(O)(=O)C.CCO. The product is [N+:12]([C:15]1[S:19][C:18]([CH:20]=[N:9][NH:8][C:6](=[O:7])[C:5]2[CH:10]=[CH:11][C:2]([OH:1])=[CH:3][CH:4]=2)=[CH:17][CH:16]=1)([O-:14])=[O:13]. The yield is 0.950. (2) The reactants are Cl[C:2]1[CH:11]=[CH:10][N:9]=[C:8]2[C:3]=1[C:4]1[CH:16]=[CH:15][CH:14]=[CH:13][C:5]=1[C:6](=[O:12])[NH:7]2.[C:17]([C:19]1[CH:24]=[CH:23][C:22]([F:25])=[CH:21][C:20]=1[F:26])#[CH:18]. No catalyst specified. The product is [F:26][C:20]1[CH:21]=[C:22]([F:25])[CH:23]=[CH:24][C:19]=1[C:17]#[C:18][C:2]1[CH:11]=[CH:10][N:9]=[C:8]2[C:3]=1[C:4]1[CH:16]=[CH:15][CH:14]=[CH:13][C:5]=1[C:6](=[O:12])[NH:7]2. The yield is 0.630. (3) The yield is 0.790. The reactants are [I-].[Li+].[CH3:3][C:4]1([CH3:33])[S:9][CH2:8][CH2:7][N:6]([S:10]([C:13]2[CH:18]=[CH:17][C:16]([O:19][CH2:20][C:21]#[C:22][C:23]3[CH:28]=[CH:27][CH:26]=[CH:25][CH:24]=3)=[CH:15][CH:14]=2)(=[O:12])=[O:11])[C@H:5]1[C:29]([O:31]C)=[O:30]. No catalyst specified. The product is [CH3:3][C:4]1([CH3:33])[S:9][CH2:8][CH2:7][N:6]([S:10]([C:13]2[CH:14]=[CH:15][C:16]([O:19][CH2:20][C:21]#[C:22][C:23]3[CH:28]=[CH:27][CH:26]=[CH:25][CH:24]=3)=[CH:17][CH:18]=2)(=[O:11])=[O:12])[C@H:5]1[C:29]([OH:31])=[O:30]. (4) The reactants are [CH3:1][O:2][C:3]([C:5]1([C:8]2[CH:13]=[CH:12][C:11]([O:14][CH3:15])=[C:10]([CH2:16]Cl)[CH:9]=2)[CH2:7][CH2:6]1)=[O:4].C([O-])([O-])=[O:19].[Na+].[Na+].Cl. The catalyst is O.[N+](CCCC)(CCCC)(CCCC)CCCC.[Br-]. The product is [CH3:1][O:2][C:3]([C:5]1([C:8]2[CH:13]=[CH:12][C:11]([O:14][CH3:15])=[C:10]([CH2:16][OH:19])[CH:9]=2)[CH2:7][CH2:6]1)=[O:4]. The yield is 0.390.